This data is from Forward reaction prediction with 1.9M reactions from USPTO patents (1976-2016). The task is: Predict the product of the given reaction. (1) Given the reactants [N:1]1([C:7]([O:9][C:10]([CH3:13])([CH3:12])[CH3:11])=[O:8])[CH2:6][CH2:5][NH:4][CH2:3][CH2:2]1.CC1C=CC(S(O[CH2:25][CH2:26][CH2:27][CH2:28][CH2:29][O:30][CH3:31])(=O)=O)=CC=1.C(=O)([O-])[O-].[K+].[K+].C(OCC)(=O)C, predict the reaction product. The product is: [CH3:31][O:30][CH2:29][CH2:28][CH2:27][CH2:26][CH2:25][N:4]1[CH2:5][CH2:6][N:1]([C:7]([O:9][C:10]([CH3:13])([CH3:12])[CH3:11])=[O:8])[CH2:2][CH2:3]1. (2) Given the reactants C([N:4]1[C:8]2[CH:9]([C:22]3[CH:27]=[CH:26][C:25]([Cl:28])=[CH:24][CH:23]=3)[N:10]([C:13]3[CH:18]=[C:17]([CH3:19])[C:16](=[O:20])[N:15]([CH3:21])[CH:14]=3)[C:11](=[O:12])[C:7]=2[N:6]=[C:5]1Br)C=C.[CH3:30][O:31][C:32]1[C:37](B(O)O)=[CH:36][CH:35]=[CH:34][N:33]=1, predict the reaction product. The product is: [Cl:28][C:25]1[CH:26]=[CH:27][C:22]([CH:9]2[C:8]3[NH:4][C:5]([C:37]4[C:32]([O:31][CH3:30])=[N:33][CH:34]=[CH:35][CH:36]=4)=[N:6][C:7]=3[C:11](=[O:12])[N:10]2[C:13]2[CH:18]=[C:17]([CH3:19])[C:16](=[O:20])[N:15]([CH3:21])[CH:14]=2)=[CH:23][CH:24]=1. (3) Given the reactants [F:1][C:2]([F:27])([F:26])[C:3]1[CH:8]=[C:7]([N:9]2[CH2:17][C:16]3[C:11](=[CH:12][CH:13]=[C:14]([CH:18]=O)[CH:15]=3)[CH2:10]2)[CH:6]=[CH:5][C:4]=1[C:20]1[CH:25]=[CH:24][CH:23]=[CH:22][CH:21]=1.[NH2:28][CH2:29][CH2:30][C:31]([OH:33])=[O:32].CCN(CC)CC.[BH4-].[Na+], predict the reaction product. The product is: [F:26][C:2]([F:1])([F:27])[C:3]1[CH:8]=[C:7]([N:9]2[CH2:17][C:16]3[C:11](=[CH:12][CH:13]=[C:14]([CH2:18][NH:28][CH2:29][CH2:30][C:31]([OH:33])=[O:32])[CH:15]=3)[CH2:10]2)[CH:6]=[CH:5][C:4]=1[C:20]1[CH:25]=[CH:24][CH:23]=[CH:22][CH:21]=1. (4) Given the reactants [CH2:1]([N:4]1[CH:9]=[C:8]([O:10]CC2C=CC=CC=2)[C:7](=[O:18])[CH:6]=[C:5]1[CH:19]([F:21])[F:20])[CH:2]=[CH2:3].B(Br)(Br)Br, predict the reaction product. The product is: [CH2:1]([N:4]1[CH:9]=[C:8]([OH:10])[C:7](=[O:18])[CH:6]=[C:5]1[CH:19]([F:21])[F:20])[CH:2]=[CH2:3]. (5) Given the reactants [CH3:1][C:2]1([CH3:33])[C:11]2[C:6](=[CH:7][CH:8]=[C:9]([C:12]3[N:16]([C:17]4[CH:22]=[CH:21][C:20]([S:23](=[O:26])(=[O:25])[NH2:24])=[CH:19][CH:18]=4)[C:15]([CH3:27])=[C:14]([C:28]([O:30]CC)=[O:29])[CH:13]=3)[CH:10]=2)[O:5][CH2:4][CH2:3]1.[OH-].[Na+], predict the reaction product. The product is: [CH3:1][C:2]1([CH3:33])[C:11]2[C:6](=[CH:7][CH:8]=[C:9]([C:12]3[N:16]([C:17]4[CH:18]=[CH:19][C:20]([S:23](=[O:25])(=[O:26])[NH2:24])=[CH:21][CH:22]=4)[C:15]([CH3:27])=[C:14]([C:28]([OH:30])=[O:29])[CH:13]=3)[CH:10]=2)[O:5][CH2:4][CH2:3]1. (6) The product is: [F:1][C:2]1[CH:3]=[C:4]([C:11]2[CH2:15][O:14][C:13](=[O:16])[C:12]=2[C:17]2[CH:18]=[CH:19][CH:20]=[CH:21][CH:22]=2)[CH:5]=[C:6]([F:10])[C:7]=1[S:8]([CH3:9])(=[O:24])=[O:23]. Given the reactants [F:1][C:2]1[CH:3]=[C:4]([C:11]2[CH2:15][O:14][C:13](=[O:16])[C:12]=2[C:17]2[CH:22]=[CH:21][CH:20]=[CH:19][CH:18]=2)[CH:5]=[C:6]([F:10])[C:7]=1[S:8][CH3:9].[OH2:23].[OH2:24].O.O.O.O.C(OO)(=O)C1C(=CC=CC=1)C(O)=O.O.O.O.O.O.O.O.C(O[O-])(=O)C1C(=CC=CC=1)C([O-])=O.[Mg+2], predict the reaction product. (7) Given the reactants [CH3:1][CH:2]([N:4]1[C:12](/[CH:13]=[CH:14]/[C@H:15]([OH:24])[CH2:16][C@H:17]([OH:23])[CH2:18][C:19]([O:21]C)=[O:20])=[C:11]([C:25]2[CH:30]=[CH:29][C:28]([F:31])=[CH:27][CH:26]=2)[C:10]2[C:5]1=[CH:6][CH:7]=[CH:8][CH:9]=2)[CH3:3].CO.[OH-].[Na+:35], predict the reaction product. The product is: [CH3:3][CH:2]([N:4]1[C:12](/[CH:13]=[CH:14]/[CH:15]([OH:24])[CH2:16][CH:17]([OH:23])[CH2:18][C:19]([O-:21])=[O:20])=[C:11]([C:25]2[CH:26]=[CH:27][C:28]([F:31])=[CH:29][CH:30]=2)[C:10]2[CH:9]=[CH:8][CH:7]=[CH:6][C:5]1=2)[CH3:1].[Na+:35].